Task: Predict the product of the given reaction.. Dataset: Forward reaction prediction with 1.9M reactions from USPTO patents (1976-2016) Given the reactants Br[C:2]1[N:7]=[C:6]([NH:8][C:9]([C:11]([CH3:14])([CH3:13])[CH3:12])=[O:10])[C:5]([O:15][CH3:16])=[CH:4][CH:3]=1.[NH3:17], predict the reaction product. The product is: [NH3:7].[CH3:9][OH:10].[NH2:17][C:2]1[N:7]=[C:6]([NH:8][C:9]([C:11]([CH3:14])([CH3:13])[CH3:12])=[O:10])[C:5]([O:15][CH3:16])=[CH:4][CH:3]=1.